Dataset: Catalyst prediction with 721,799 reactions and 888 catalyst types from USPTO. Task: Predict which catalyst facilitates the given reaction. (1) Reactant: O[CH2:2][NH:3][C:4](=[O:15])[C:5]1[CH:10]=[CH:9][CH:8]=[CH:7][C:6]=1[C:11]([F:14])([F:13])[F:12].S(Cl)([Cl:18])=O. Product: [Cl:18][CH2:2][NH:3][C:4](=[O:15])[C:5]1[CH:10]=[CH:9][CH:8]=[CH:7][C:6]=1[C:11]([F:14])([F:13])[F:12]. The catalyst class is: 4. (2) Reactant: [Cl:1][C:2]1[CH:3]=[C:4]([CH:24]=[CH:25][C:26]=1[F:27])[CH2:5][N:6]1[CH2:15][CH2:14][C:13]2[C:12]([C:16](N(C)C)=[O:17])=[N:11][C:10]([OH:21])=[C:9]([OH:22])[C:8]=2[C:7]1=[O:23].C[O-:29].[Mg+2].C[O-].Br[CH2:34][CH2:35][CH2:36][CH2:37]Cl.Cl. Product: [Cl:1][C:2]1[CH:3]=[C:4]([CH:24]=[CH:25][C:26]=1[F:27])[CH2:5][N:6]1[CH2:15][CH2:14][C:13]2[C:8](=[C:9]([OH:22])[C:10](=[O:21])[N:11]3[CH2:37][CH2:36][CH2:35][CH2:34][O:17][C:16](=[O:29])[C:12]3=2)[C:7]1=[O:23]. The catalyst class is: 816. (3) Reactant: [CH2:1]([O:8][CH:9]1[CH:13]2[O:14][CH2:15][CH:16]([OH:17])[CH:12]2[O:11][CH2:10]1)[C:2]1[CH:7]=[CH:6][CH:5]=[CH:4][CH:3]=1.O[Na].I[CH3:21]. Product: [CH2:1]([O:8][CH:9]1[CH2:10][O:11][CH:12]2[CH:16]([O:17][CH3:21])[CH2:15][O:14][CH:13]12)[C:2]1[CH:3]=[CH:4][CH:5]=[CH:6][CH:7]=1. The catalyst class is: 10. (4) Reactant: Cl[C:2]1[CH:7]=[N:6][C:5]([C:8]2[CH:13]=[CH:12][CH:11]=[CH:10][CH:9]=2)=[C:4]([C:14]2[CH:19]=[CH:18][CH:17]=[CH:16][CH:15]=2)[N:3]=1.[CH2:20]([NH2:22])[CH3:21]. Product: [C:8]1([C:5]2[N:6]=[CH:7][C:2]([NH:22][CH2:20][CH3:21])=[N:3][C:4]=2[C:14]2[CH:19]=[CH:18][CH:17]=[CH:16][CH:15]=2)[CH:13]=[CH:12][CH:11]=[CH:10][CH:9]=1. The catalyst class is: 5.